This data is from Forward reaction prediction with 1.9M reactions from USPTO patents (1976-2016). The task is: Predict the product of the given reaction. (1) Given the reactants [C:1]([O:5][C:6]([N:8]1[CH2:13][CH2:12][CH:11]([OH:14])[CH2:10][CH2:9]1)=[O:7])([CH3:4])([CH3:3])[CH3:2].[H-].[Na+].Cl[C:18]1[C:22]2[CH:23]=[CH:24][CH:25]=[CH:26][C:21]=2[O:20][N:19]=1, predict the reaction product. The product is: [C:1]([O:5][C:6]([N:8]1[CH2:13][CH2:12][CH:11]([O:14][C:18]2[C:22]3[CH:23]=[CH:24][CH:25]=[CH:26][C:21]=3[O:20][N:19]=2)[CH2:10][CH2:9]1)=[O:7])([CH3:4])([CH3:2])[CH3:3]. (2) Given the reactants [NH:1]1[CH2:6][CH2:5][NH:4][CH2:3][CH2:2]1.Br[C:8]1[CH:13]=[CH:12][CH:11]=[CH:10][C:9]=1[O:14][CH:15]([CH3:17])[CH3:16], predict the reaction product. The product is: [CH:15]([O:14][C:9]1[CH:10]=[CH:11][CH:12]=[CH:13][C:8]=1[N:1]1[CH2:6][CH2:5][NH:4][CH2:3][CH2:2]1)([CH3:17])[CH3:16]. (3) The product is: [ClH:31].[Br:1][C:2]1[CH:7]=[C:6]([CH3:8])[C:5]([C:9]2[CH:10]=[C:11]([C:27]([NH2:29])=[O:28])[N:12]3[C:17]([NH:18][CH:19]([CH2:23][CH2:24][CH3:25])[CH2:20][CH2:21][CH3:22])=[CH:16][C:15]([CH3:26])=[N:14][C:13]=23)=[C:4]([CH3:30])[CH:3]=1. Given the reactants [Br:1][C:2]1[CH:7]=[C:6]([CH3:8])[C:5]([C:9]2[CH:10]=[C:11]([C:27]([NH2:29])=[O:28])[N:12]3[C:17]([NH:18][CH:19]([CH2:23][CH2:24][CH3:25])[CH2:20][CH2:21][CH3:22])=[CH:16][C:15]([CH3:26])=[N:14][C:13]=23)=[C:4]([CH3:30])[CH:3]=1.[ClH:31].C(OCC)(=O)C, predict the reaction product.